Dataset: Forward reaction prediction with 1.9M reactions from USPTO patents (1976-2016). Task: Predict the product of the given reaction. (1) Given the reactants Cl.[CH3:2][O:3][C:4](=[O:11])[C@H:5]([CH2:7][CH2:8][S:9][CH3:10])[NH2:6].[Cl:12][C:13]1[CH:14]=[C:15]([NH:20][CH:21]([C:23](O)=[O:24])[CH3:22])[CH:16]=[CH:17][C:18]=1[Cl:19], predict the reaction product. The product is: [CH3:2][O:3][C:4](=[O:11])[C@H:5]([CH2:7][CH2:8][S:9][CH3:10])[NH:6][C:23](=[O:24])[CH:21]([CH3:22])[NH:20][C:15]1[CH:16]=[CH:17][C:18]([Cl:19])=[C:13]([Cl:12])[CH:14]=1. (2) Given the reactants [CH3:1][C:2]1[N:7]=[C:6]([CH2:8][CH2:9][CH3:10])[NH:5][C:4](=[O:11])[C:3]=1[C:12]1[CH:17]=[CH:16][CH:15]=[CH:14][CH:13]=1.Br[CH2:19][C:20]1[CH:25]=[CH:24][C:23]([C:26]2[C:27]([C:32]#[N:33])=[CH:28][CH:29]=[CH:30][CH:31]=2)=[CH:22][CH:21]=1.[H-].[Na+].C(OCC)(=O)C, predict the reaction product. The product is: [CH3:1][C:2]1[N:7]=[C:6]([CH2:8][CH2:9][CH3:10])[N:5]([CH2:19][C:20]2[CH:21]=[CH:22][C:23]([C:26]3[C:27]([C:32]#[N:33])=[CH:28][CH:29]=[CH:30][CH:31]=3)=[CH:24][CH:25]=2)[C:4](=[O:11])[C:3]=1[C:12]1[CH:17]=[CH:16][CH:15]=[CH:14][CH:13]=1.